This data is from NCI-60 drug combinations with 297,098 pairs across 59 cell lines. The task is: Regression. Given two drug SMILES strings and cell line genomic features, predict the synergy score measuring deviation from expected non-interaction effect. (1) Drug 1: CCC1=CC2CC(C3=C(CN(C2)C1)C4=CC=CC=C4N3)(C5=C(C=C6C(=C5)C78CCN9C7C(C=CC9)(C(C(C8N6C)(C(=O)OC)O)OC(=O)C)CC)OC)C(=O)OC.C(C(C(=O)O)O)(C(=O)O)O. Drug 2: CC1=C(C(=O)C2=C(C1=O)N3CC4C(C3(C2COC(=O)N)OC)N4)N. Cell line: U251. Synergy scores: CSS=44.6, Synergy_ZIP=-1.70, Synergy_Bliss=-2.06, Synergy_Loewe=-7.61, Synergy_HSA=0.415. (2) Drug 1: CCC1=CC2CC(C3=C(CN(C2)C1)C4=CC=CC=C4N3)(C5=C(C=C6C(=C5)C78CCN9C7C(C=CC9)(C(C(C8N6C)(C(=O)OC)O)OC(=O)C)CC)OC)C(=O)OC.C(C(C(=O)O)O)(C(=O)O)O. Drug 2: CC=C1C(=O)NC(C(=O)OC2CC(=O)NC(C(=O)NC(CSSCCC=C2)C(=O)N1)C(C)C)C(C)C. Cell line: NCI-H226. Synergy scores: CSS=70.4, Synergy_ZIP=3.78, Synergy_Bliss=4.91, Synergy_Loewe=-44.9, Synergy_HSA=7.23. (3) Drug 1: C1=NC2=C(N=C(N=C2N1C3C(C(C(O3)CO)O)O)F)N. Drug 2: CC1CCC2CC(C(=CC=CC=CC(CC(C(=O)C(C(C(=CC(C(=O)CC(OC(=O)C3CCCCN3C(=O)C(=O)C1(O2)O)C(C)CC4CCC(C(C4)OC)O)C)C)O)OC)C)C)C)OC. Cell line: EKVX. Synergy scores: CSS=4.15, Synergy_ZIP=-0.385, Synergy_Bliss=2.28, Synergy_Loewe=-9.80, Synergy_HSA=-1.76. (4) Drug 1: C1=CC(=C2C(=C1NCCNCCO)C(=O)C3=C(C=CC(=C3C2=O)O)O)NCCNCCO. Drug 2: CC(C1=C(C=CC(=C1Cl)F)Cl)OC2=C(N=CC(=C2)C3=CN(N=C3)C4CCNCC4)N. Cell line: HT29. Synergy scores: CSS=45.5, Synergy_ZIP=6.73, Synergy_Bliss=6.12, Synergy_Loewe=2.43, Synergy_HSA=6.87.